Dataset: Peptide-MHC class I binding affinity with 185,985 pairs from IEDB/IMGT. Task: Regression. Given a peptide amino acid sequence and an MHC pseudo amino acid sequence, predict their binding affinity value. This is MHC class I binding data. (1) The peptide sequence is SMMVILPDK. The MHC is HLA-A31:01 with pseudo-sequence HLA-A31:01. The binding affinity (normalized) is 0.394. (2) The peptide sequence is DTWHGFKNM. The MHC is HLA-A02:01 with pseudo-sequence HLA-A02:01. The binding affinity (normalized) is 0.0847. (3) The peptide sequence is RPFNNILNL. The MHC is HLA-A23:01 with pseudo-sequence HLA-A23:01. The binding affinity (normalized) is 0. (4) The peptide sequence is AVYGNIKHK. The MHC is H-2-Ld with pseudo-sequence H-2-Ld. The binding affinity (normalized) is 0. (5) The peptide sequence is TMEVVQQTR. The MHC is HLA-A31:01 with pseudo-sequence HLA-A31:01. The binding affinity (normalized) is 0.376. (6) The peptide sequence is AMIKNLDFI. The MHC is H-2-Dd with pseudo-sequence H-2-Dd. The binding affinity (normalized) is 0.0278. (7) The peptide sequence is KETACLGKSY. The MHC is HLA-B44:03 with pseudo-sequence HLA-B44:03. The binding affinity (normalized) is 0.708. (8) The peptide sequence is VTPNYADILL. The MHC is Mamu-A01 with pseudo-sequence Mamu-A01. The binding affinity (normalized) is 1.00. (9) The peptide sequence is ASKKDKLTVY. The MHC is HLA-A68:01 with pseudo-sequence HLA-A68:01. The binding affinity (normalized) is 0. (10) The peptide sequence is STFVSAARQG. The MHC is HLA-B40:02 with pseudo-sequence HLA-B40:02. The binding affinity (normalized) is 0.419.